This data is from NCI-60 drug combinations with 297,098 pairs across 59 cell lines. The task is: Regression. Given two drug SMILES strings and cell line genomic features, predict the synergy score measuring deviation from expected non-interaction effect. (1) Cell line: DU-145. Drug 2: CC1=C(C=C(C=C1)C(=O)NC2=CC(=CC(=C2)C(F)(F)F)N3C=C(N=C3)C)NC4=NC=CC(=N4)C5=CN=CC=C5. Drug 1: C1=CC(=CC=C1CCCC(=O)O)N(CCCl)CCCl. Synergy scores: CSS=41.9, Synergy_ZIP=6.83, Synergy_Bliss=3.51, Synergy_Loewe=-1.94, Synergy_HSA=-1.83. (2) Drug 1: C1CCN(CC1)CCOC2=CC=C(C=C2)C(=O)C3=C(SC4=C3C=CC(=C4)O)C5=CC=C(C=C5)O. Drug 2: CC12CCC3C(C1CCC2OP(=O)(O)O)CCC4=C3C=CC(=C4)OC(=O)N(CCCl)CCCl.[Na+]. Cell line: U251. Synergy scores: CSS=-0.316, Synergy_ZIP=-0.425, Synergy_Bliss=-1.69, Synergy_Loewe=-1.90, Synergy_HSA=-1.75.